This data is from Reaction yield outcomes from USPTO patents with 853,638 reactions. The task is: Predict the reaction yield, written as a fraction of the theoretical maximum amount of product (1.0 means a 100% yield; for example, 0.34 means a 34% yield). (1) The reactants are [CH:1]1([N:5]2[CH2:10][CH2:9][CH:8]([O:11][C:12]3[CH:17]=[CH:16][C:15]([C:18]4[N:19]([CH3:30])[C:20](=[O:29])[C:21]5[CH:27]=[CH:26][NH:25][C:24](=[O:28])[C:22]=5[N:23]=4)=[CH:14][CH:13]=3)[CH2:7][CH2:6]2)[CH2:4][CH2:3][CH2:2]1.Cl[C:32]([F:37])([F:36])C([O-])=O.[Na+].C(=O)([O-])[O-].[K+].[K+]. The catalyst is C(#N)C.C(OCC)(=O)C. The product is [CH:1]1([N:5]2[CH2:6][CH2:7][CH:8]([O:11][C:12]3[CH:17]=[CH:16][C:15]([C:18]4[N:19]([CH3:30])[C:20](=[O:29])[C:21]5[CH:27]=[CH:26][N:25]=[C:24]([O:28][CH:32]([F:37])[F:36])[C:22]=5[N:23]=4)=[CH:14][CH:13]=3)[CH2:9][CH2:10]2)[CH2:2][CH2:3][CH2:4]1. The yield is 0.0900. (2) The reactants are [C:1]([C:5]1[NH:6][C:7]2[C:12]([CH:13]=1)=[CH:11][C:10]([N+:14]([O-])=O)=[CH:9][C:8]=2[CH2:17][OH:18])([CH3:4])([CH3:3])[CH3:2]. The catalyst is [Ni].CO. The product is [NH2:14][C:10]1[CH:11]=[C:12]2[C:7](=[C:8]([CH2:17][OH:18])[CH:9]=1)[NH:6][C:5]([C:1]([CH3:4])([CH3:3])[CH3:2])=[CH:13]2. The yield is 0.800. (3) The reactants are [H-].[Na+].[C:3]([N:10]1[CH2:14][CH2:13][C@H:12]([OH:15])[CH2:11]1)([O:5][C:6]([CH3:9])([CH3:8])[CH3:7])=[O:4].[CH2:16](Br)[C:17]1[CH:22]=[CH:21][CH:20]=[CH:19][CH:18]=1. The catalyst is O1CCCC1.O. The product is [CH2:16]([O:15][C@H:12]1[CH2:13][CH2:14][N:10]([C:3]([O:5][C:6]([CH3:9])([CH3:8])[CH3:7])=[O:4])[CH2:11]1)[C:17]1[CH:22]=[CH:21][CH:20]=[CH:19][CH:18]=1. The yield is 0.740.